From a dataset of Catalyst prediction with 721,799 reactions and 888 catalyst types from USPTO. Predict which catalyst facilitates the given reaction. Reactant: Br[C:2]1[CH:6]=[CH:5][S:4][CH:3]=1.C1C=CC(P(C2C=CC3C(=CC=CC=3)C=2C2C3C(=CC=CC=3)C=CC=2P(C2C=CC=CC=2)C2C=CC=CC=2)C2C=CC=CC=2)=CC=1.CC(C)([O-])C.[Na+].[CH3:59][C:60]1[CH:61]=[C:62]([C:71]([N:73]2[CH2:78][CH2:77][NH:76][CH2:75][CH2:74]2)=[O:72])[N:63]([C:65]2[CH:70]=[CH:69][CH:68]=[CH:67][CH:66]=2)[N:64]=1. Product: [CH3:59][C:60]1[CH:61]=[C:62]([C:71]([N:73]2[CH2:78][CH2:77][N:76]([C:2]3[CH:6]=[CH:5][S:4][CH:3]=3)[CH2:75][CH2:74]2)=[O:72])[N:63]([C:65]2[CH:70]=[CH:69][CH:68]=[CH:67][CH:66]=2)[N:64]=1. The catalyst class is: 164.